Dataset: Antibody developability classification from SAbDab with 2,409 antibodies. Task: Regression/Classification. Given an antibody's heavy chain and light chain sequences, predict its developability. TAP uses regression for 5 developability metrics; SAbDab uses binary classification. (1) The antibody is ['EVKLVESGGGLVKPGASLKLSCAASGFTFSNYGMSWVRQNSDKRLEWVASIRSGGGRTYYSDNVKGRFTISRENAKNTLYLQMSSLKSEDTALYYCVRYDHYSGSSDYWGQGTTVTVSS', 'YVVMTQTPLTLSVTIGQPASISCKSSQSLLDSDGKTYLNWLLQRPGQSPKRLIYLVSKLDSGVPDRFTGSGSGTDFTLKISRIEAEDLGLYYCWQGTHFPRTFGGGTKLEIK']. Result: 0 (not developable). (2) The antibody is ['EVQLVESGGGLVQPGGSLRLSCAASGFNVSYSSIHWVRQAPGKGLEWVASIYPYYGSTSYADSVKGRFTISADTSKNTAYLQMNSLRAEDTAVYYCARNWYWFGGHFGYYMMPWAMDYWGQGTLVTVSS', 'DIQMTQSPSSLSASVGDRVTITCRASQSVSSAVAWYQQKPGKAPKLLIYSASSLYSGVPSRFSGSRSGTDFTLTISSLQPEDFATYYCQQSSWYPVTFGQGTKVEIK']. Result: 0 (not developable). (3) The antibody is ['EVQLQQSGPELVKPGASMKTSCKVSGYSFTGYIMNWVKQRHGKNLEWIGLINPNTGYTTYNQKFKGKATLTVDKSSSTAYMELLSLTSEDSAIYYCTRGNYVFDYWGQGTTLTVSS', 'QIVLTQSPAIMSASPGEKVTMTCSASSSVSYMHWYQQKSGTSPKRWIYDTSKLASGVPARFSGSGSGTSYSLTISSMEAEDAATYYCQQWSNSPPTFGAGAKLELK']. Result: 0 (not developable). (4) The antibody is ['QSVEESGGRLVTPGTPLTLTCTVSGFSLSSNAINWVRQAPGKGLEWIGYIAVSGNTYYASWAKGRFTISKASTTVDLKMTSPTAEDTGTYFCGKSNIWGPGTLVTVSL', 'AQVLTQTTSPVSAAVGSTVTISCQSSQSVRTNKLAWFQQKPGQPPKRLIYSASTLDFGVPSRFSASGSGTQFTLTISDVQCDDAATYYCLGYFDCSIADCVAFGGGTEVVVK']. Result: 0 (not developable). (5) The antibody is ['QIQLVQSGPELKKPGETVKISCKASGYMFTNYGMNWVKQAPGKALKLMGWINPYTGESTFADDFKGRFAFFLETSATTAYLQINNLKNEDMATYFCARGTTIVRAMDYWGQGTSLTVSS', 'ELVMTQTPLSLPVSLGDQASISCRSSQSLVHSNGNTYLHWYLQKPGQSPKFLIYKVSNRFSGVPDRFGGSGSGTDFILKISRVEAEDLGVYFCFQSTHFFPTFGGGTKLEIK']. Result: 0 (not developable). (6) The antibody is ['EVQLLESGPGLLKPSETLSLTCTVSGGSMINYYWSWIRQPPGERPQWLGHIIYGGTTKYNPSLESRITISRDISKNQFSLRLNSVTAADTAIYYCARVAIGVSGFLNYYYYMDVWGSGTAVTVSS', 'ELTQSPATLSLSPGERATLSCRASQSVGRNLGWYQQKPGQAPRLLIYDASNRATGIPARFSGSGSGTDFTLTISSLEPEDFAVYYCQARLLLPQTFGQGTKVEIK']. Result: 0 (not developable).